This data is from Catalyst prediction with 721,799 reactions and 888 catalyst types from USPTO. The task is: Predict which catalyst facilitates the given reaction. (1) Reactant: C([O:9][CH2:10][CH2:11][O:12][C:13]1[CH:14]=[N:15][CH:16]=[CH:17][C:18]=1[CH2:19][NH:20][C:21](=[O:42])[CH2:22][N:23]1[C:28](=[O:29])[C:27]([Cl:30])=[C:26]([NH:31][C@@H:32]2[CH2:37][C@@H:36]3[CH2:38][C@@H:34]([C:35]3([CH3:40])[CH3:39])[C@H:33]2[CH3:41])[CH:25]=[N:24]1)(=O)C1C=CC=CC=1.[OH-].[Na+]. Product: [Cl:30][C:27]1[C:28](=[O:29])[N:23]([CH2:22][C:21]([NH:20][CH2:19][C:18]2[CH:17]=[CH:16][N:15]=[CH:14][C:13]=2[O:12][CH2:11][CH2:10][OH:9])=[O:42])[N:24]=[CH:25][C:26]=1[NH:31][C@@H:32]1[CH2:37][C@@H:36]2[CH2:38][C@@H:34]([C:35]2([CH3:40])[CH3:39])[C@H:33]1[CH3:41]. The catalyst class is: 5. (2) Reactant: [F:1][C:2]([F:19])([F:18])[C:3]1[CH:8]=[CH:7][N:6]=[C:5]([C@H:9]([NH:11][S@@](C(C)(C)C)=O)[CH3:10])[CH:4]=1.[ClH:20].O1CCOCC1. Product: [ClH:20].[ClH:20].[F:18][C:2]([F:1])([F:19])[C:3]1[CH:8]=[CH:7][N:6]=[C:5]([C@H:9]([NH2:11])[CH3:10])[CH:4]=1. The catalyst class is: 5. (3) Reactant: [NH2:1][C:2]1[C:3]([F:22])=[C:4]([C:18]([F:21])=[CH:19][CH:20]=1)[C:5]([C:7]1[C:15]2[C:10](=[N:11][CH:12]=[C:13]([C:16]#[N:17])[CH:14]=2)[NH:9][CH:8]=1)=[O:6].[N:23]1([S:28](Cl)(=[O:30])=[O:29])[CH2:27][CH2:26][CH2:25][CH2:24]1.Cl. Product: [C:16]([C:13]1[CH:14]=[C:15]2[C:7]([C:5]([C:4]3[C:3]([F:22])=[C:2]([NH:1][S:28]([N:23]4[CH2:27][CH2:26][CH2:25][CH2:24]4)(=[O:30])=[O:29])[CH:20]=[CH:19][C:18]=3[F:21])=[O:6])=[CH:8][NH:9][C:10]2=[N:11][CH:12]=1)#[N:17]. The catalyst class is: 860. (4) Reactant: [NH2:1][C@H:2]([CH2:5][N:6]([CH2:13][CH3:14])[C:7]1[CH:12]=[CH:11][CH:10]=[CH:9][CH:8]=1)[CH2:3][OH:4].C(=O)([O-])[O-].[K+].[K+].[N:21]#[C:22]Br. Product: [CH2:13]([N:6]([CH2:5][C@@H:2]1[CH2:3][O:4][C:22]([NH2:21])=[N:1]1)[C:7]1[CH:12]=[CH:11][CH:10]=[CH:9][CH:8]=1)[CH3:14]. The catalyst class is: 49. (5) Reactant: [CH3:1][C:2]1([CH3:10])[CH2:7][CH2:6][C:5](=[O:8])[O:4][C:3]1=[O:9].[CH2:11]([NH2:18])[C:12]1[CH:17]=[CH:16][CH:15]=[CH:14][CH:13]=1. Product: [CH2:11]([NH:18][C:5]([CH2:6][CH2:7][C:2]([CH3:10])([CH3:1])[C:3]([OH:4])=[O:9])=[O:8])[C:12]1[CH:17]=[CH:16][CH:15]=[CH:14][CH:13]=1. The catalyst class is: 27. (6) Reactant: Cl.[CH3:2][NH:3][CH3:4].Cl[C:6]1[S:7][C:8]([C:12]([N:14]([C:28]2[CH:33]=[CH:32][C:31]([F:34])=[C:30]([Cl:35])[CH:29]=2)[CH2:15][C:16]2[C:25]3[C:20](=[C:21]([F:26])[CH:22]=[CH:23][CH:24]=3)[NH:19][C:18](=[O:27])[CH:17]=2)=[O:13])=[C:9]([CH3:11])[N:10]=1. Product: [Cl:35][C:30]1[CH:29]=[C:28]([N:14]([CH2:15][C:16]2[C:25]3[C:20](=[C:21]([F:26])[CH:22]=[CH:23][CH:24]=3)[NH:19][C:18](=[O:27])[CH:17]=2)[C:12]([C:8]2[S:7][C:6]([N:3]([CH3:4])[CH3:2])=[N:10][C:9]=2[CH3:11])=[O:13])[CH:33]=[CH:32][C:31]=1[F:34]. The catalyst class is: 3. (7) Reactant: [CH3:1][C@@H:2]1[CH2:6][CH2:5][CH2:4][N:3]1[CH2:7][CH2:8][C:9]1[CH:14]=[CH:13][C:12]([C:15]2[CH:20]=[CH:19][C:18]([CH2:21][O:22][CH2:23][C:24]([O:26]CC)=[O:25])=[CH:17][CH:16]=2)=[CH:11][CH:10]=1.O.[Li+].[OH-]. Product: [CH3:1][C@@H:2]1[CH2:6][CH2:5][CH2:4][N:3]1[CH2:7][CH2:8][C:9]1[CH:14]=[CH:13][C:12]([C:15]2[CH:20]=[CH:19][C:18]([CH2:21][O:22][CH2:23][C:24]([OH:26])=[O:25])=[CH:17][CH:16]=2)=[CH:11][CH:10]=1. The catalyst class is: 36.